From a dataset of NCI-60 drug combinations with 297,098 pairs across 59 cell lines. Regression. Given two drug SMILES strings and cell line genomic features, predict the synergy score measuring deviation from expected non-interaction effect. (1) Drug 1: C1=CN(C=N1)CC(O)(P(=O)(O)O)P(=O)(O)O. Drug 2: C1CN1C2=NC(=NC(=N2)N3CC3)N4CC4. Synergy scores: CSS=11.4, Synergy_ZIP=0.605, Synergy_Bliss=6.40, Synergy_Loewe=-1.33, Synergy_HSA=3.74. Cell line: TK-10. (2) Drug 1: C1CN1P(=S)(N2CC2)N3CC3. Drug 2: CN1C2=C(C=C(C=C2)N(CCCl)CCCl)N=C1CCCC(=O)O.Cl. Cell line: MDA-MB-231. Synergy scores: CSS=3.15, Synergy_ZIP=-0.883, Synergy_Bliss=2.29, Synergy_Loewe=-5.71, Synergy_HSA=-0.262. (3) Drug 1: CCC1=C2CN3C(=CC4=C(C3=O)COC(=O)C4(CC)O)C2=NC5=C1C=C(C=C5)O. Drug 2: C(=O)(N)NO. Cell line: UO-31. Synergy scores: CSS=20.6, Synergy_ZIP=-5.32, Synergy_Bliss=-1.28, Synergy_Loewe=-64.3, Synergy_HSA=-0.513. (4) Drug 1: C1=CC=C(C(=C1)C(C2=CC=C(C=C2)Cl)C(Cl)Cl)Cl. Drug 2: CS(=O)(=O)OCCCCOS(=O)(=O)C. Cell line: OVCAR-8. Synergy scores: CSS=12.1, Synergy_ZIP=0.519, Synergy_Bliss=4.13, Synergy_Loewe=4.91, Synergy_HSA=4.51. (5) Drug 1: CC1=C(C(CCC1)(C)C)C=CC(=CC=CC(=CC(=O)O)C)C. Drug 2: CCC1(CC2CC(C3=C(CCN(C2)C1)C4=CC=CC=C4N3)(C5=C(C=C6C(=C5)C78CCN9C7C(C=CC9)(C(C(C8N6C)(C(=O)OC)O)OC(=O)C)CC)OC)C(=O)OC)O.OS(=O)(=O)O. Cell line: MCF7. Synergy scores: CSS=27.4, Synergy_ZIP=3.14, Synergy_Bliss=6.71, Synergy_Loewe=5.88, Synergy_HSA=5.90.